Dataset: Catalyst prediction with 721,799 reactions and 888 catalyst types from USPTO. Task: Predict which catalyst facilitates the given reaction. (1) Reactant: [NH2:1][C:2]1[CH:11]=[CH:10][C:9]([C:12]#[N:13])=[CH:8][C:3]=1[C:4]([O:6][CH3:7])=[O:5].Cl.[H][H].CCN(CC)CC.[CH3:24][C:25]([O:28][C:29](O[C:29]([O:28][C:25]([CH3:27])([CH3:26])[CH3:24])=[O:30])=[O:30])([CH3:27])[CH3:26]. Product: [NH2:1][C:2]1[CH:11]=[CH:10][C:9]([CH:12]([C:29]([O:28][C:25]([CH3:27])([CH3:26])[CH3:24])=[O:30])[NH2:13])=[CH:8][C:3]=1[C:4]([O:6][CH3:7])=[O:5]. The catalyst class is: 458. (2) Reactant: [NH2:1][C:2]1[CH:29]=[CH:28][C:5]([C:6]([N:8]2[CH2:13][CH2:12][N:11]([CH2:14][C:15]3[CH:16]=[C:17]([CH:25]=[CH:26][CH:27]=3)[C:18]([NH:20][C:21]([CH3:24])([CH3:23])[CH3:22])=[O:19])[CH2:10][CH2:9]2)=[O:7])=[CH:4][CH:3]=1.Cl[C:31](OC1C=CC([N+]([O-])=O)=CC=1)=[O:32].[O:43]1[CH:47]=[CH:46][C:45]([NH2:48])=[N:44]1. Product: [C:21]([NH:20][C:18](=[O:19])[C:17]1[CH:25]=[CH:26][CH:27]=[C:15]([CH2:14][N:11]2[CH2:12][CH2:13][N:8]([C:6](=[O:7])[C:5]3[CH:28]=[CH:29][C:2]([NH:1][C:31]([NH:48][C:45]4[CH:46]=[CH:47][O:43][N:44]=4)=[O:32])=[CH:3][CH:4]=3)[CH2:9][CH2:10]2)[CH:16]=1)([CH3:24])([CH3:23])[CH3:22]. The catalyst class is: 4. (3) Reactant: [CH3:1][O:2][C:3]1[CH:12]=[CH:11][CH:10]=[C:9]2[C:4]=1[CH:5]=[CH:6][C:7]([C:13]#N)=[CH:8]2.[OH-:15].[K+].Cl.[OH2:18]. Product: [CH3:1][O:2][C:3]1[CH:12]=[CH:11][CH:10]=[C:9]2[C:4]=1[CH:5]=[CH:6][C:7]([C:13]([OH:18])=[O:15])=[CH:8]2. The catalyst class is: 8. (4) Product: [NH2:14][C:12]1[C:11]2[C:6](=[CH:7][CH:8]=[CH:9][CH:10]=2)[C:5]([CH2:17][C:18]([O:20][CH2:21][CH3:22])=[O:19])=[C:4]([N+:1]([O-:3])=[O:2])[CH:13]=1. Reactant: [N+:1]([C:4]1[CH:13]=[C:12]([N+:14]([O-])=O)[C:11]2[C:6](=[CH:7][CH:8]=[CH:9][CH:10]=2)[C:5]=1[CH2:17][C:18]([O:20][CH2:21][CH3:22])=[O:19])([O-:3])=[O:2].O. The catalyst class is: 14. (5) Reactant: Cl[CH2:2][C:3]([NH:5][C:6]1[C:7]([C:11]([O:13][CH3:14])=[O:12])=[CH:8][S:9][CH:10]=1)=[O:4].C(=O)([O-])[O-].[K+].[K+].[Cl:21][C:22]1[CH:23]=[C:24]([OH:29])[CH:25]=[CH:26][C:27]=1[Cl:28].O. Product: [CH3:14][O:13][C:11]([C:7]1[C:6]([NH:5][C:3](=[O:4])[CH2:2][O:29][C:24]2[CH:25]=[CH:26][C:27]([Cl:28])=[C:22]([Cl:21])[CH:23]=2)=[CH:10][S:9][CH:8]=1)=[O:12]. The catalyst class is: 9. (6) Reactant: [NH2:1][C:2]1[CH:3]=[C:4]([CH:23]=[CH:24][C:25]=1[NH2:26])[C:5]([C:7]1[CH:22]=[CH:21][CH:20]=[CH:19][C:8]=1[C:9]([O:11]CC1C=CC=CC=1)=O)=[O:6].[CH3:27][O:28][C:29]([NH:31][C:32](=NC(OC)=O)SC)=[O:30]. Product: [CH3:27][O:28][C:29](=[O:30])[NH:31][C:32]1[NH:26][C:25]2[CH:24]=[CH:23][C:4]([C:5](=[O:6])[C:7]3[CH:22]=[CH:21][CH:20]=[CH:19][C:8]=3[C:9]([CH2:5][C:4]3[CH:23]=[CH:24][CH:25]=[CH:2][CH:3]=3)=[O:11])=[CH:3][C:2]=2[N:1]=1. The catalyst class is: 15. (7) Reactant: [C:1]([C:5]1[CH:9]=[C:8]([NH2:10])[O:7][N:6]=1)([CH3:4])([CH3:3])[CH3:2].C[Al](C)C.[Cl:15][C:16]1[CH:21]=[CH:20][C:19]([S:22]([C:25]2([CH3:31])[CH2:29][CH2:28][O:27][C:26]2=[O:30])(=[O:24])=[O:23])=[CH:18][CH:17]=1. Product: [C:1]([C:5]1[CH:9]=[C:8]([NH:10][C:26](=[O:30])[C:25]([S:22]([C:19]2[CH:18]=[CH:17][C:16]([Cl:15])=[CH:21][CH:20]=2)(=[O:24])=[O:23])([CH3:31])[CH2:29][CH2:28][OH:27])[O:7][N:6]=1)([CH3:4])([CH3:3])[CH3:2]. The catalyst class is: 390.